From a dataset of Full USPTO retrosynthesis dataset with 1.9M reactions from patents (1976-2016). Predict the reactants needed to synthesize the given product. (1) Given the product [ClH:11].[ClH:11].[NH2:1][C:2]1[N:3]=[C:4]([OH:10])[C:5]([NH2:9])=[C:6]([NH2:8])[N:7]=1, predict the reactants needed to synthesize it. The reactants are: [NH2:1][C:2]1[N:7]=[C:6]([NH2:8])[C:5]([NH2:9])=[C:4]([OH:10])[N:3]=1.[ClH:11]. (2) Given the product [CH2:5]([C:7]1[CH:13]=[CH:12][CH:11]=[CH:10][C:8]=1[NH:9][C:1](=[O:3])[CH3:2])[CH3:6], predict the reactants needed to synthesize it. The reactants are: [C:1](Cl)(=[O:3])[CH3:2].[CH2:5]([C:7]1[CH:13]=[CH:12][CH:11]=[CH:10][C:8]=1[NH2:9])[CH3:6].CCN(CC)CC.C(Cl)Cl. (3) Given the product [CH3:49][O:48][CH2:47][CH2:46][N:7]1[C:2](=[O:1])[C:3]2[CH:31]=[N:30][C:29]3[N:32]([CH2:35][O:36][CH2:37][CH2:38][Si:39]([CH3:42])([CH3:41])[CH3:40])[CH:33]=[CH:34][C:28]=3[C:4]=2[N:5]([C@H:8]2[CH2:9][CH2:10][C@H:11]([CH2:14][N:15]([CH2:23][C:24]([F:25])([F:27])[F:26])[C:16](=[O:22])[O:17][C:18]([CH3:20])([CH3:21])[CH3:19])[CH2:12][CH2:13]2)[CH2:6]1, predict the reactants needed to synthesize it. The reactants are: [O:1]=[C:2]1[NH:7][CH2:6][N:5]([C@H:8]2[CH2:13][CH2:12][C@H:11]([CH2:14][N:15]([CH2:23][C:24]([F:27])([F:26])[F:25])[C:16](=[O:22])[O:17][C:18]([CH3:21])([CH3:20])[CH3:19])[CH2:10][CH2:9]2)[C:4]2[C:28]3[CH:34]=[CH:33][N:32]([CH2:35][O:36][CH2:37][CH2:38][Si:39]([CH3:42])([CH3:41])[CH3:40])[C:29]=3[N:30]=[CH:31][C:3]1=2.[H-].[Na+].Br[CH2:46][CH2:47][O:48][CH3:49].O. (4) Given the product [CH2:7]([SiH:6]([CH2:9][CH3:10])[C:1]([CH3:3])([CH2:2][CH3:13])[CH2:4][CH3:5])[CH3:8], predict the reactants needed to synthesize it. The reactants are: [C:1]([SiH:6]([CH2:9][CH3:10])[CH2:7][CH3:8])([CH2:4][CH3:5])([CH3:3])[CH3:2].[Mg].Cl[C:13](C)(CC)CC.Cl[SiH](Cl)Cl. (5) Given the product [S:21]1[CH:25]=[CH:24][C:23]2[CH:26]=[CH:27][C:28]([C:6]3[C:5]4[C:9](=[CH:10][C:2]([F:1])=[CH:3][CH:4]=4)[N:8]([S:11]([C:14]4[CH:19]=[CH:18][CH:17]=[CH:16][CH:15]=4)(=[O:13])=[O:12])[CH:7]=3)=[CH:29][C:22]1=2, predict the reactants needed to synthesize it. The reactants are: [F:1][C:2]1[CH:10]=[C:9]2[C:5]([C:6](I)=[CH:7][N:8]2[S:11]([C:14]2[CH:19]=[CH:18][CH:17]=[CH:16][CH:15]=2)(=[O:13])=[O:12])=[CH:4][CH:3]=1.[S:21]1[CH:25]=[CH:24][C:23]2[CH:26]=[CH:27][C:28](B3OC(C)(C)C(C)(C)O3)=[CH:29][C:22]1=2. (6) Given the product [OH:1][C:2]1[C:7]2[N:8]([CH2:12][CH2:13][O:14][CH3:15])[C:9]([CH3:11])=[N:10][C:6]=2[CH:5]=[C:4]([C:16]([O:18][CH3:19])=[O:17])[C:3]=1[CH2:20][CH2:21][CH:22]([OH:29])[C:23]1[CH:28]=[CH:27][CH:26]=[CH:25][CH:24]=1, predict the reactants needed to synthesize it. The reactants are: [OH:1][C:2]1[C:7]2[N:8]([CH2:12][CH2:13][O:14][CH3:15])[C:9]([CH3:11])=[N:10][C:6]=2[CH:5]=[C:4]([C:16]([O:18][CH3:19])=[O:17])[C:3]=1[CH2:20][CH2:21][C:22](=[O:29])[C:23]1[CH:28]=[CH:27][CH:26]=[CH:25][CH:24]=1.[BH4-].[Na+]. (7) Given the product [Br:1][C:2]1[CH:7]=[CH:6][C:5]([O:8][CH2:10][CH2:11][N:12]2[C:13](=[O:22])[C:14]3[C:15](=[CH:18][CH:19]=[CH:20][CH:21]=3)[C:16]2=[O:17])=[CH:4][CH:3]=1, predict the reactants needed to synthesize it. The reactants are: [Br:1][C:2]1[CH:7]=[CH:6][C:5]([OH:8])=[CH:4][CH:3]=1.Br[CH2:10][CH2:11][N:12]1[C:16](=[O:17])[C:15]2=[CH:18][CH:19]=[CH:20][CH:21]=[C:14]2[C:13]1=[O:22].C(=O)([O-])[O-].[K+].[K+]. (8) Given the product [F:8][C:6]1[CH:5]=[CH:4][C:3]([C:9]2[N:14]=[CH:13][N:12]=[C:11]([NH:15][C:16]3[CH:21]=[CH:20][CH:19]=[C:18]([CH2:22][S:23]([CH3:26])(=[O:25])=[O:24])[CH:17]=3)[N:10]=2)=[C:2]([O:30][CH2:27][CH2:28][CH3:29])[CH:7]=1, predict the reactants needed to synthesize it. The reactants are: F[C:2]1[CH:7]=[C:6]([F:8])[CH:5]=[CH:4][C:3]=1[C:9]1[N:14]=[CH:13][N:12]=[C:11]([NH:15][C:16]2[CH:21]=[CH:20][CH:19]=[C:18]([CH2:22][S:23]([CH3:26])(=[O:25])=[O:24])[CH:17]=2)[N:10]=1.[CH2:27]([OH:30])[CH2:28][CH3:29].